This data is from NCI-60 drug combinations with 297,098 pairs across 59 cell lines. The task is: Regression. Given two drug SMILES strings and cell line genomic features, predict the synergy score measuring deviation from expected non-interaction effect. Drug 1: C1=C(C(=O)NC(=O)N1)F. Drug 2: C1C(C(OC1N2C=C(C(=O)NC2=O)F)CO)O. Cell line: TK-10. Synergy scores: CSS=56.7, Synergy_ZIP=-2.90, Synergy_Bliss=-3.78, Synergy_Loewe=-2.96, Synergy_HSA=5.11.